Dataset: Forward reaction prediction with 1.9M reactions from USPTO patents (1976-2016). Task: Predict the product of the given reaction. (1) Given the reactants [F:1][C:2]1[CH:10]=[CH:9][C:5]([C:6]([OH:8])=[O:7])=[CH:4][C:3]=1[N+:11]([O-:13])=[O:12].C(OC(O[C:17]([CH3:20])([CH3:19])[CH3:18])=O)(O[C:17]([CH3:20])([CH3:19])[CH3:18])=O, predict the reaction product. The product is: [C:17]([O:7][C:6](=[O:8])[C:5]1[CH:9]=[CH:10][C:2]([F:1])=[C:3]([N+:11]([O-:13])=[O:12])[CH:4]=1)([CH3:20])([CH3:19])[CH3:18]. (2) Given the reactants C(O)(C(F)(F)F)=O.[NH2:8][C@H:9]([CH3:39])[C@H:10]([NH:15][C:16](=[O:38])[C:17]1[CH:22]=[CH:21][C:20]([C:23]#[C:24][C:25]#[C:26][C:27]2[CH:32]=[CH:31][C:30]([NH:33][S:34]([CH3:37])(=[O:36])=[O:35])=[CH:29][CH:28]=2)=[CH:19][CH:18]=1)[C:11](OC)=[O:12].[NH2:40][OH:41], predict the reaction product. The product is: [NH2:8][C@H:9]([CH3:39])[C@H:10]([NH:15][C:16](=[O:38])[C:17]1[CH:22]=[CH:21][C:20]([C:23]#[C:24][C:25]#[C:26][C:27]2[CH:32]=[CH:31][C:30]([NH:33][S:34]([CH3:37])(=[O:35])=[O:36])=[CH:29][CH:28]=2)=[CH:19][CH:18]=1)[C:11]([NH:40][OH:41])=[O:12]. (3) Given the reactants [F:1][C:2]1[CH:31]=[CH:30][C:5]([O:6][C:7]2[CH:8]=[C:9]([CH:13]=[C:14]([NH:16][C:17]([N:19]3[CH2:24][CH2:23][C:22]([OH:29])([CH2:25][CH:26]([CH3:28])[CH3:27])[CH2:21][CH2:20]3)=[O:18])[CH:15]=2)[C:10]([OH:12])=[O:11])=[CH:4][CH:3]=1.C1C=CC2N(O)N=NC=2C=1.C(N(C(C)C)CC)(C)C.O[C:52]1[CH:57]=[CH:56][C:55]([C:58]([CH3:70])([CH3:69])[C:59]([O:61]CC2C=CC=CC=2)=[O:60])=[CH:54][CH:53]=1, predict the reaction product. The product is: [F:1][C:2]1[CH:31]=[CH:30][C:5]([O:6][C:7]2[CH:8]=[C:9]([CH:13]=[C:14]([NH:16][C:17]([N:19]3[CH2:20][CH2:21][C:22]([OH:29])([CH2:25][CH:26]([CH3:27])[CH3:28])[CH2:23][CH2:24]3)=[O:18])[CH:15]=2)[C:10]([O:12][C:52]2[CH:57]=[CH:56][C:55]([C:58]([CH3:70])([CH3:69])[C:59]([OH:61])=[O:60])=[CH:54][CH:53]=2)=[O:11])=[CH:4][CH:3]=1. (4) Given the reactants [OH:1][C:2]1[CH:11]=[CH:10][C:5]([C:6]([O:8][CH3:9])=[O:7])=[CH:4][C:3]=1[CH3:12].C(=O)([O-])[O-].[Cs+].[Cs+].Br[CH2:20][C:21]([F:24])([F:23])[F:22], predict the reaction product. The product is: [CH3:12][C:3]1[CH:4]=[C:5]([CH:10]=[CH:11][C:2]=1[O:1][CH2:20][C:21]([F:24])([F:23])[F:22])[C:6]([O:8][CH3:9])=[O:7].